This data is from Forward reaction prediction with 1.9M reactions from USPTO patents (1976-2016). The task is: Predict the product of the given reaction. Given the reactants [Br:1][C:2]1[C:3]([CH2:12][CH3:13])=[C:4]([N+:9]([O-:11])=[O:10])[C:5](=O)[NH:6][CH:7]=1.CN(C=O)C.O=P(Cl)(Cl)[Cl:21], predict the reaction product. The product is: [Br:1][C:2]1[C:3]([CH2:12][CH3:13])=[C:4]([N+:9]([O-:11])=[O:10])[C:5]([Cl:21])=[N:6][CH:7]=1.